From a dataset of Forward reaction prediction with 1.9M reactions from USPTO patents (1976-2016). Predict the product of the given reaction. Given the reactants C(Cl)(=O)C(Cl)=O.[CH:7]1([CH2:13][C:14]([OH:16])=O)[CH2:12][CH2:11][CH2:10][CH2:9][CH2:8]1.C([O-])(O)=O.[Na+].[CH2:22]([S:24][C:25]1[C:34]([NH2:35])=[CH:33][C:32]2[C:27](=[CH:28][CH:29]=[CH:30][CH:31]=2)[N:26]=1)[CH3:23], predict the reaction product. The product is: [CH:7]1([CH2:13][C:14]([NH:35][C:34]2[C:25]([S:24][CH2:22][CH3:23])=[N:26][C:27]3[C:32]([CH:33]=2)=[CH:31][CH:30]=[CH:29][CH:28]=3)=[O:16])[CH2:8][CH2:9][CH2:10][CH2:11][CH2:12]1.